This data is from Drug-target binding data from BindingDB using IC50 measurements. The task is: Regression. Given a target protein amino acid sequence and a drug SMILES string, predict the binding affinity score between them. We predict pIC50 (pIC50 = -log10(IC50 in M); higher means more potent). Dataset: bindingdb_ic50. The compound is Cc1ccc(C2=NNC3(S2)C(=O)N(C)c2ccccc23)cc1. The target protein sequence is SISRARQVELLLVADASMARLYGRGLQHYLLTLASIANRLYSHASIENHIRLAVVKVVVLGDKDKSLEVSKNAATTLKNFCKWQHQHNQLGDDHEEHYDAAILFTREDLCGHHSCDTLGMADVGTICSPERSCAVIEDDGLHAAFTVAHEIGHLLGLSHDDSKFCEETFGSTEDKRLMSSILTSIDASKPWSKCTSATITEFLDDGHGNCLLDLPRKQILGPEELPGQTYDATQQCNLTFGPEYSVCPGMDVCARLWCAVVRQGQMVCLTKKLPAVEGTPCGKGRICLQGKCVDKTKKKYYSTSSHGNWGSWGSWGQCSRSCGGGVQFAYRHCNNPAPRNNGRYCTGKRAIYRSCSLMPCPPNGKSFRHEQCEAKNGYQSDAKGVKTFVEWVPKYAGVLPADVCKLTCRAKGTGYYVVFSPKVTDGTECRPYSNSVCVRGKCVRTGCDGIIGSKLQYDKCGVCGGDNSSCTKIVGTFNKKSKGYTDVVRIPEGATHIKVR.... The pIC50 is 5.3.